This data is from Reaction yield outcomes from USPTO patents with 853,638 reactions. The task is: Predict the reaction yield, written as a fraction of the theoretical maximum amount of product (1.0 means a 100% yield; for example, 0.34 means a 34% yield). (1) The reactants are [CH3:1][S:2]([C:5]1[CH:10]=[CH:9][C:8]([NH:11][C:12]([C:14]2[CH:19]=[CH:18][C:17]([C:20]3[S:21][CH:22]=[CH:23][CH:24]=3)=[CH:16][CH:15]=2)=[NH:13])=[CH:7][CH:6]=1)(=[O:4])=[O:3].C(=O)(O)[O-].[Na+].Br[CH2:31][C:32](=[O:37])[C:33]([F:36])([F:35])[F:34]. The catalyst is CC(O)C. The product is [OH:37][C:32]1([C:33]([F:36])([F:35])[F:34])[CH2:31][N:11]([C:8]2[CH:7]=[CH:6][C:5]([S:2]([CH3:1])(=[O:4])=[O:3])=[CH:10][CH:9]=2)[C:12]([C:14]2[CH:19]=[CH:18][C:17]([C:20]3[S:21][CH:22]=[CH:23][CH:24]=3)=[CH:16][CH:15]=2)=[N:13]1. The yield is 0.301. (2) The reactants are [C:1]1([C:7]2[NH:11][N:10]=[N:9][N:8]=2)[CH:6]=[CH:5][CH:4]=[CH:3][CH:2]=1.C(N(CC)CC)C.Cl[C:20]([C:33]1[CH:38]=[CH:37][CH:36]=[CH:35][CH:34]=1)([C:27]1[CH:32]=[CH:31][CH:30]=[CH:29][CH:28]=1)[C:21]1[CH:26]=[CH:25][CH:24]=[CH:23][CH:22]=1. The catalyst is C(Cl)Cl. The product is [C:1]1([C:7]2[N:11]([C:20]([C:21]3[CH:26]=[CH:25][CH:24]=[CH:23][CH:22]=3)([C:33]3[CH:34]=[CH:35][CH:36]=[CH:37][CH:38]=3)[C:27]3[CH:28]=[CH:29][CH:30]=[CH:31][CH:32]=3)[N:10]=[N:9][N:8]=2)[CH:2]=[CH:3][CH:4]=[CH:5][CH:6]=1. The yield is 0.940. (3) The reactants are O[CH:2]([C:4]1[CH:9]=[CH:8][C:7]([C:10]2[C:11]([C:16]#[N:17])=[CH:12][CH:13]=[CH:14][CH:15]=2)=[CH:6][CH:5]=1)[CH3:3].[Br-:18].[Br-].[Br-].P. The catalyst is C1(C)C=CC=CC=1. The product is [Br:18][CH:2]([C:4]1[CH:9]=[CH:8][C:7]([C:10]2[C:11]([C:16]#[N:17])=[CH:12][CH:13]=[CH:14][CH:15]=2)=[CH:6][CH:5]=1)[CH3:3]. The yield is 0.870. (4) The yield is 0.850. The reactants are C1(C)C=CC=CC=1.[Na].[CH3:9][CH:10]([CH3:19])[CH2:11][CH2:12][CH2:13][CH2:14][CH2:15][C:16]([O-])=[O:17]. The catalyst is CO. The product is [CH3:9][CH:10]([CH3:19])[CH2:11][CH2:12][CH2:13][CH2:14][CH2:15][CH2:16][OH:17]. (5) The reactants are Br[C:2]1[CH:11]=[CH:10][C:5]([C:6]([O:8][CH3:9])=[O:7])=[CH:4][C:3]=1[F:12].CC1(C)C(C)(C)OB([C:21]2[CH2:22][CH2:23][NH:24][CH2:25][CH:26]=2)O1.[C:28]([O-:31])(O)=[O:29].[Na+]. The catalyst is O1CCOCC1.CCOC(C)=O.C1C=CC([P]([Pd]([P](C2C=CC=CC=2)(C2C=CC=CC=2)C2C=CC=CC=2)([P](C2C=CC=CC=2)(C2C=CC=CC=2)C2C=CC=CC=2)[P](C2C=CC=CC=2)(C2C=CC=CC=2)C2C=CC=CC=2)(C2C=CC=CC=2)C2C=CC=CC=2)=CC=1. The product is [C:5]([O:31][C:28]([N:24]1[CH2:25][CH:26]=[C:21]([C:2]2[CH:11]=[CH:10][C:5]([C:6]([O:8][CH3:9])=[O:7])=[CH:4][C:3]=2[F:12])[CH2:22][CH2:23]1)=[O:29])([CH3:10])([CH3:6])[CH3:4]. The yield is 0.650. (6) The reactants are [CH3:1][N:2]([CH3:8])[C:3]([CH3:7])([CH3:6])[C:4]#[N:5].[C:9]1([Li])[CH:14]=[CH:13][CH:12]=[CH:11][CH:10]=1.[BH4-].[Na+]. The catalyst is C1COCC1.C(OCCCC)CCC. The product is [NH2:5][CH:4]([C:9]1[CH:14]=[CH:13][CH:12]=[CH:11][CH:10]=1)[C:3]([N:2]([CH3:8])[CH3:1])([CH3:7])[CH3:6]. The yield is 0.870. (7) The reactants are [CH3:1][C:2]1[CH:7]=[CH:6][N:5]=[CH:4][C:3]=1[N:8]1[CH2:12][CH2:11][NH:10][C:9]1=[O:13].Br[C:15]1[CH:20]=[CH:19][C:18]([F:21])=[C:17]([F:22])[CH:16]=1.N[C@@H]1CCCC[C@H]1N.C(=O)([O-])[O-].[K+].[K+]. The catalyst is [Cu](I)I.O1CCOCC1. The product is [F:21][C:18]1[CH:19]=[C:20]([N:10]2[CH2:11][CH2:12][N:8]([C:3]3[CH:4]=[N:5][CH:6]=[CH:7][C:2]=3[CH3:1])[C:9]2=[O:13])[CH:15]=[CH:16][C:17]=1[F:22]. The yield is 0.840.